This data is from Full USPTO retrosynthesis dataset with 1.9M reactions from patents (1976-2016). The task is: Predict the reactants needed to synthesize the given product. Given the product [CH3:13][C:9]1([CH3:14])[CH2:8][CH2:7][C:6]([CH3:16])([CH3:15])[C:5]2[CH:4]=[C:3]([C:30]3[CH:29]=[CH:28][CH:27]=[CH:26][C:25]=3[C:24]([O:23][CH2:21][CH3:22])=[O:32])[CH:12]=[CH:11][C:10]1=2, predict the reactants needed to synthesize it. The reactants are: [Mg].Br[C:3]1[CH:12]=[CH:11][C:10]2[C:9]([CH3:14])([CH3:13])[CH2:8][CH2:7][C:6]([CH3:16])([CH3:15])[C:5]=2[CH:4]=1.BrCCBr.[CH2:21]([O:23][C:24](=[O:32])[C:25]1[CH:30]=[CH:29][CH:28]=[CH:27][C:26]=1Br)[CH3:22].